This data is from Forward reaction prediction with 1.9M reactions from USPTO patents (1976-2016). The task is: Predict the product of the given reaction. (1) Given the reactants [F:1][C:2]1[CH:3]=[C:4]([CH:21]=[CH:22][C:23]=1[F:24])[O:5][C:6]1[CH:7]=[C:8]([CH:12]=[C:13]([O:15][C@@H:16]([CH3:20])[CH2:17][O:18][CH3:19])[CH:14]=1)[C:9]([OH:11])=O.[CH2:25]([O:27][C:28](=[O:37])[CH2:29][S:30][C:31]1[S:35][C:34]([NH2:36])=[N:33][CH:32]=1)[CH3:26], predict the reaction product. The product is: [CH2:25]([O:27][C:28](=[O:37])[CH2:29][S:30][C:31]1[S:35][C:34]([NH:36][C:9](=[O:11])[C:8]2[CH:12]=[C:13]([O:15][C@@H:16]([CH3:20])[CH2:17][O:18][CH3:19])[CH:14]=[C:6]([O:5][C:4]3[CH:21]=[CH:22][C:23]([F:24])=[C:2]([F:1])[CH:3]=3)[CH:7]=2)=[N:33][CH:32]=1)[CH3:26]. (2) Given the reactants Cl[C:2]1[C:3]2[CH:10]=[CH:9][N:8]([C@H:11]3[C@@H:15]4[O:16][C:17]([CH3:20])([CH3:19])[O:18][C@@H:14]4[C@@H:13]([C@@:21]([C:24]4[CH:29]=[CH:28][C:27]([F:30])=[C:26]([F:31])[CH:25]=4)([OH:23])[CH3:22])[O:12]3)[C:4]=2[N:5]=[CH:6][N:7]=1.[OH-].[NH4+:33], predict the reaction product. The product is: [NH2:33][C:2]1[C:3]2[CH:10]=[CH:9][N:8]([C@H:11]3[C@@H:15]4[O:16][C:17]([CH3:20])([CH3:19])[O:18][C@@H:14]4[C@@H:13]([C@@:21]([C:24]4[CH:29]=[CH:28][C:27]([F:30])=[C:26]([F:31])[CH:25]=4)([OH:23])[CH3:22])[O:12]3)[C:4]=2[N:5]=[CH:6][N:7]=1. (3) Given the reactants Br[CH2:2][CH2:3][N:4]1[CH:8]=[CH:7][CH:6]=[N:5]1.[CH2:9]([NH2:12])[CH2:10][NH2:11], predict the reaction product. The product is: [N:4]1([CH2:3][CH2:2][N:11]=[CH:10][CH2:9][NH2:12])[CH:8]=[CH:7][CH:6]=[N:5]1. (4) The product is: [NH2:7][C:8]1[CH:13]=[CH:12][C:11]([S:14][C:15]2[CH:20]=[CH:19][C:18]([S:21]([NH:22][C:23]3[CH:28]=[CH:27][C:26]([Br:29])=[CH:25][CH:24]=3)(=[O:30])=[O:31])=[CH:17][C:16]=2[NH:32][C:33]2[C:34]3[CH:42]=[CH:41][C:40]([CH:43]([CH3:45])[CH3:44])=[N:39][C:35]=3[N:36]=[CH:37][N:38]=2)=[CH:10][CH:9]=1.[F:47][C:48]([F:53])([F:52])[C:49]([OH:51])=[O:50]. Given the reactants C(OC(=O)[NH:7][C:8]1[CH:13]=[CH:12][C:11]([S:14][C:15]2[CH:20]=[CH:19][C:18]([S:21](=[O:31])(=[O:30])[NH:22][C:23]3[CH:28]=[CH:27][C:26]([Br:29])=[CH:25][CH:24]=3)=[CH:17][C:16]=2[NH:32][C:33]2[C:34]3[CH:42]=[CH:41][C:40]([CH:43]([CH3:45])[CH3:44])=[N:39][C:35]=3[N:36]=[CH:37][N:38]=2)=[CH:10][CH:9]=1)(C)(C)C.[F:47][C:48]([F:53])([F:52])[C:49]([OH:51])=[O:50], predict the reaction product. (5) Given the reactants [NH2:1][C:2]1[CH:6]=[C:5]([C:7]([CH3:10])([CH3:9])[CH3:8])[Se:4][C:3]=1[C:11]#[N:12].[OH-:13].[Na+], predict the reaction product. The product is: [NH2:1][C:2]1[CH:6]=[C:5]([C:7]([CH3:9])([CH3:8])[CH3:10])[Se:4][C:3]=1[C:11]([NH2:12])=[O:13]. (6) Given the reactants [C:1]([C:4]1[C:22](=[O:23])[C@@:8]2([CH3:24])[C:9]3[C:15]([OH:16])=[CH:14][C:13]([O:17][CH3:18])=[C:12]([C:19]([NH2:21])=[O:20])[C:10]=3[O:11][C:7]2=[CH:6][C:5]=1[OH:25])(=[O:3])[CH3:2].[CH2:26]([O:30][C:31]1[C:40]2[C:35](=[CH:36][CH:37]=[CH:38][CH:39]=2)[C:34]([CH:41]=O)=[C:33]([CH3:43])[CH:32]=1)[C:27]#[C:28][CH3:29].C([SiH](CC)CC)C.FC(F)(F)C(O)=O, predict the reaction product. The product is: [C:1]([C:4]1[C:22](=[O:23])[C@@:8]2([CH3:24])[C:9]3[C:15]([OH:16])=[CH:14][C:13]([O:17][CH3:18])=[C:12]([C:19]([NH:21][CH2:41][C:34]4[C:35]5[C:40](=[CH:39][CH:38]=[CH:37][CH:36]=5)[C:31]([O:30][CH2:26][C:27]#[C:28][CH3:29])=[CH:32][C:33]=4[CH3:43])=[O:20])[C:10]=3[O:11][C:7]2=[CH:6][C:5]=1[OH:25])(=[O:3])[CH3:2]. (7) Given the reactants [H-].[Na+].Cl.[CH3:4][C:5]1([CH3:11])[CH2:10][CH2:9][CH2:8][NH:7][CH2:6]1.[CH2:12]([O:16][C:17]1[C:22]([F:23])=[C:21](Cl)[N:20]=[CH:19][N:18]=1)[C:13]#[C:14][CH3:15].[Cl-].[NH4+], predict the reaction product. The product is: [CH2:12]([O:16][C:17]1[C:22]([F:23])=[C:21]([N:7]2[CH2:8][CH2:9][CH2:10][C:5]([CH3:11])([CH3:4])[CH2:6]2)[N:20]=[CH:19][N:18]=1)[C:13]#[C:14][CH3:15]. (8) Given the reactants [C:1]([O:5][C:6]([N:8]([CH3:43])[C:9]1[N:14]=[C:13]([CH2:15]/[CH:16]=[CH:17]/[C:18]2[CH:19]=[C:20]([CH2:23][C@@H:24]([C:36]([O:38][C:39]([CH3:42])([CH3:41])[CH3:40])=[O:37])[NH:25][C:26]([C:28]3[C:33]([Cl:34])=[CH:32][CH:31]=[CH:30][C:29]=3[Cl:35])=[O:27])[S:21][CH:22]=2)[CH:12]=[CH:11][CH:10]=1)=[O:7])([CH3:4])([CH3:3])[CH3:2], predict the reaction product. The product is: [C:1]([O:5][C:6]([N:8]([CH3:43])[C:9]1[N:14]=[C:13]([CH2:15][CH2:16][CH2:17][C:18]2[CH:19]=[C:20]([CH2:23][C@@H:24]([C:36]([O:38][C:39]([CH3:42])([CH3:41])[CH3:40])=[O:37])[NH:25][C:26]([C:28]3[C:33]([Cl:34])=[CH:32][CH:31]=[CH:30][C:29]=3[Cl:35])=[O:27])[S:21][CH:22]=2)[CH:12]=[CH:11][CH:10]=1)=[O:7])([CH3:4])([CH3:3])[CH3:2].